From a dataset of NCI-60 drug combinations with 297,098 pairs across 59 cell lines. Regression. Given two drug SMILES strings and cell line genomic features, predict the synergy score measuring deviation from expected non-interaction effect. Cell line: HT29. Drug 2: CN(CCCl)CCCl.Cl. Synergy scores: CSS=26.1, Synergy_ZIP=-1.55, Synergy_Bliss=3.19, Synergy_Loewe=-0.414, Synergy_HSA=-0.205. Drug 1: CC(C)(C#N)C1=CC(=CC(=C1)CN2C=NC=N2)C(C)(C)C#N.